The task is: Predict the reactants needed to synthesize the given product.. This data is from Full USPTO retrosynthesis dataset with 1.9M reactions from patents (1976-2016). (1) Given the product [CH3:1][N:2]1[C:11]2[C:6](=[CH:7][CH:8]=[C:9]([NH2:12])[CH:10]=2)[CH2:5][CH2:4][CH2:3]1, predict the reactants needed to synthesize it. The reactants are: [CH3:1][N:2]1[C:11]2[C:6](=[CH:7][CH:8]=[C:9]([N+:12]([O-])=O)[CH:10]=2)[CH2:5][CH2:4][CH2:3]1. (2) Given the product [Cl:1][C:2]1[C:3]2[N:4]([C:8]([CH:12]3[CH2:15][CH:14]([N:19]([CH3:20])[CH3:18])[CH2:13]3)=[N:9][C:10]=2[I:11])[CH:5]=[CH:6][N:7]=1, predict the reactants needed to synthesize it. The reactants are: [Cl:1][C:2]1[C:3]2[N:4]([C:8]([CH:12]3[CH2:15][C:14](=O)[CH2:13]3)=[N:9][C:10]=2[I:11])[CH:5]=[CH:6][N:7]=1.C[CH2:18][N:19](C(C)C)[CH:20](C)C.Cl.CNC.C(O[BH-](OC(=O)C)OC(=O)C)(=O)C.[Na+].